This data is from Forward reaction prediction with 1.9M reactions from USPTO patents (1976-2016). The task is: Predict the product of the given reaction. (1) Given the reactants ON1C2C=CC=CC=2N=N1.Cl.CN(C)CCCN=C=NCC.Cl.[NH:24]1[CH2:29][CH2:28][CH2:27][CH2:26][NH:25]1.[CH3:30][C:31]1[CH:32]=[CH:33][C:34]([C:37]2[N:41]([C:42]3[CH:43]=[N:44][CH:45]=[CH:46][CH:47]=3)[N:40]=[C:39]([C:48](O)=[O:49])[CH:38]=2)=[N:35][CH:36]=1, predict the reaction product. The product is: [CH3:30][C:31]1[CH:32]=[CH:33][C:34]([C:37]2[N:41]([C:42]3[CH:43]=[N:44][CH:45]=[CH:46][CH:47]=3)[N:40]=[C:39]([C:48]([N:24]3[CH2:29][CH2:28][CH2:27][CH2:26][NH:25]3)=[O:49])[CH:38]=2)=[N:35][CH:36]=1. (2) Given the reactants C([O:8][C:9]1[C:14]([O:15][CH3:16])=[CH:13][CH:12]=[CH:11][C:10]=1/[CH:17]=[CH:18]/[C:19]([O:21][CH2:22][CH3:23])=[O:20])C1C=CC=CC=1, predict the reaction product. The product is: [OH:8][C:9]1[C:14]([O:15][CH3:16])=[CH:13][CH:12]=[CH:11][C:10]=1[CH2:17][CH2:18][C:19]([O:21][CH2:22][CH3:23])=[O:20]. (3) Given the reactants [NH2:1][C:2](=[O:31])/[CH:3]=[CH:4]/[C:5]1[CH:30]=[CH:29][CH:28]=[CH:27][C:6]=1[C:7]([N:9]1[CH2:26][CH2:25][C:12]2([CH2:17][CH2:16][N:15](C(OC(C)(C)C)=O)[CH2:14][CH2:13]2)[CH2:11][CH2:10]1)=[O:8].Cl, predict the reaction product. The product is: [CH2:25]1[C:12]2([CH2:13][CH2:14][NH:15][CH2:16][CH2:17]2)[CH2:11][CH2:10][N:9]([C:7]([C:6]2[CH:27]=[CH:28][CH:29]=[CH:30][C:5]=2/[CH:4]=[CH:3]/[C:2]([NH2:1])=[O:31])=[O:8])[CH2:26]1. (4) Given the reactants [Br:1][C:2]1[CH:3]=[C:4]2[C:9](=[CH:10][CH:11]=1)[C:8]([CH3:12])=[CH:7][C:6]([O:13]C)=[CH:5]2, predict the reaction product. The product is: [Br:1][C:2]1[CH:3]=[C:4]2[C:9]([C:8]([CH3:12])=[CH:7][C:6]([OH:13])=[CH:5]2)=[CH:10][CH:11]=1. (5) Given the reactants [F:1][C:2]1[CH:3]=[C:4]([NH:8][C:9](=[O:24])[CH2:10][N:11]2[CH:15]=[C:14]([N+:16]([O-])=O)[C:13]([C:19]([O:21][CH2:22][CH3:23])=[O:20])=[N:12]2)[CH:5]=[CH:6][CH:7]=1, predict the reaction product. The product is: [NH2:16][C:14]1[C:13]([C:19]([O:21][CH2:22][CH3:23])=[O:20])=[N:12][N:11]([CH2:10][C:9]([NH:8][C:4]2[CH:5]=[CH:6][CH:7]=[C:2]([F:1])[CH:3]=2)=[O:24])[CH:15]=1. (6) Given the reactants C[O:2][C:3]([C:5]1[S:9][CH:8]=[N:7][C:6]=1[N:10]1[C:14](=[O:15])[NH:13][C:12]([CH:16]([NH:30][C:31]2[CH:36]=[CH:35][C:34]([C:37]#[N:38])=[C:33]([CH2:39][NH:40]C(OC(C)(C)C)=O)[CH:32]=2)[C:17]2[C:18]([F:29])=[C:19]3[C:24](=[C:25]([O:27][CH3:28])[CH:26]=2)[O:23][CH2:22][CH2:21][CH2:20]3)=[N:11]1)=[O:4].CO.[OH-].[Na+], predict the reaction product. The product is: [F:29][C:18]1[C:17]([CH:16]([NH:30][C:31]2[CH:32]=[C:33]3[C:34](=[CH:35][CH:36]=2)[C:37](=[NH:38])[NH:40][CH2:39]3)[C:12]2[NH:13][C:14](=[O:15])[N:10]([C:6]3[N:7]=[CH:8][S:9][C:5]=3[C:3]([OH:2])=[O:4])[N:11]=2)=[CH:26][C:25]([O:27][CH3:28])=[C:24]2[C:19]=1[CH2:20][CH2:21][CH2:22][O:23]2. (7) Given the reactants [H-].[Na+].CN(C)[CH:5]=[C:6]([C:16]1[CH:21]=[CH:20][CH:19]=[CH:18][CH:17]=1)[C:7]([C:9]1[CH:14]=[CH:13][C:12]([CH3:15])=[CH:11][CH:10]=1)=O.[C:23]([CH2:25][C:26]([NH2:28])=[O:27])#[N:24].Cl, predict the reaction product. The product is: [CH3:15][C:12]1[CH:11]=[CH:10][C:9]([C:7]2[NH:28][C:26](=[O:27])[C:25]([C:23]#[N:24])=[CH:5][C:6]=2[C:16]2[CH:17]=[CH:18][CH:19]=[CH:20][CH:21]=2)=[CH:14][CH:13]=1.